This data is from Full USPTO retrosynthesis dataset with 1.9M reactions from patents (1976-2016). The task is: Predict the reactants needed to synthesize the given product. (1) Given the product [Cl:21][C:17]1[CH:16]=[C:15]([S:12]([NH:11][C:9]2[CH:8]=[C:7]([CH3:22])[N:6]=[C:5]3[S:4][C:3]([CH3:23])=[C:2]([C:31]4[CH:32]=[CH:33][C:28]([C:25]([CH3:27])([CH3:26])[CH3:24])=[CH:29][CH:30]=4)[C:10]=23)(=[O:14])=[O:13])[CH:20]=[CH:19][CH:18]=1, predict the reactants needed to synthesize it. The reactants are: Br[C:2]1[C:10]2[C:5](=[N:6][C:7]([CH3:22])=[CH:8][C:9]=2[NH:11][S:12]([C:15]2[CH:20]=[CH:19][CH:18]=[C:17]([Cl:21])[CH:16]=2)(=[O:14])=[O:13])[S:4][C:3]=1[CH3:23].[CH3:24][C:25]([C:28]1[CH:33]=[CH:32][C:31](B(O)O)=[CH:30][CH:29]=1)([CH3:27])[CH3:26].C(Cl)Cl.C([O-])([O-])=O.[Cs+].[Cs+]. (2) Given the product [CH2:14]([C:11]1[N:12]([CH3:13])[C:8]([C:6](=[O:7])[C:5]2[CH:21]=[CH:22][C:23]([O:24][CH3:25])=[C:3]([O:2][CH3:1])[CH:4]=2)=[C:9]([CH3:20])[CH:10]=1)[CH3:15].[CH2:11]([CH2:14][C:15]([O-:17])=[O:16])[CH2:10][CH2:9][CH2:8][CH2:6][CH3:5], predict the reactants needed to synthesize it. The reactants are: [CH3:1][O:2][C:3]1[CH:4]=[C:5]([CH:21]=[CH:22][C:23]=1[O:24][CH3:25])[C:6]([C:8]1[N:12]([CH3:13])[C:11]([CH2:14][C:15]([O:17]CC)=[O:16])=[CH:10][C:9]=1[CH3:20])=[O:7].C(I)CCCCC. (3) Given the product [C:1]1([C:7]2[CH:8]=[C:9]3[C:14](=[N:15][C:16]=2[C:17]2[CH:18]=[CH:19][CH:20]=[CH:21][CH:22]=2)[N:13]([CH2:23][CH2:24][CH2:25][CH2:26][CH2:27][CH2:28][C:29]([OH:31])=[O:30])[CH2:12][CH2:11][CH2:10]3)[CH:2]=[CH:3][CH:4]=[CH:5][CH:6]=1, predict the reactants needed to synthesize it. The reactants are: [C:1]1([C:7]2[CH:8]=[C:9]3[C:14](=[N:15][C:16]=2[C:17]2[CH:22]=[CH:21][CH:20]=[CH:19][CH:18]=2)[N:13]([CH2:23][CH2:24][CH2:25][CH2:26][CH2:27][CH2:28][C:29]([O:31]CC)=[O:30])[CH2:12][CH2:11][CH2:10]3)[CH:6]=[CH:5][CH:4]=[CH:3][CH:2]=1.[OH-].[Li+]. (4) Given the product [C:1]([C:5]1[CH:6]=[C:7]([C:15]2[N:16]=[C:17]([CH:21]3[CH2:26][CH2:25][N:24]([C:37](=[O:38])[CH2:36][N:29]4[C:30]5=[N:31][CH:32]=[CH:33][CH:34]=[C:35]5[N:27]=[CH:28]4)[CH2:23][CH2:22]3)[CH:18]=[CH:19][CH:20]=2)[CH:8]=[C:9]([C:11]([CH3:14])([CH3:13])[CH3:12])[CH:10]=1)([CH3:2])([CH3:3])[CH3:4], predict the reactants needed to synthesize it. The reactants are: [C:1]([C:5]1[CH:6]=[C:7]([C:15]2[CH:20]=[CH:19][CH:18]=[C:17]([CH:21]3[CH2:26][CH2:25][NH:24][CH2:23][CH2:22]3)[N:16]=2)[CH:8]=[C:9]([C:11]([CH3:14])([CH3:13])[CH3:12])[CH:10]=1)([CH3:4])([CH3:3])[CH3:2].[N:27]1[C:35]2[C:30](=[N:31][CH:32]=[CH:33][CH:34]=2)[N:29]([CH2:36][C:37](O)=[O:38])[CH:28]=1.CN1CCOCC1.C1C=CC2N(O)N=NC=2C=1.C(Cl)CCl. (5) Given the product [Br:32][C:29]1[C:28](=[O:33])[N:27]([CH:34]2[CH2:38][CH2:37][CH2:36][CH2:35]2)[C:25]2[N:26]=[C:21]([NH:20][C:17]3[CH:18]=[CH:19][C:14]([N:11]4[CH2:12][CH2:13][NH:8][CH2:9][CH2:10]4)=[CH:15][N:16]=3)[N:22]=[CH:23][C:24]=2[C:30]=1[CH3:31], predict the reactants needed to synthesize it. The reactants are: C(OC([N:8]1[CH2:13][CH2:12][N:11]([C:14]2[CH:15]=[N:16][C:17]([NH:20][C:21]3[N:22]=[CH:23][C:24]4[C:30]([CH3:31])=[C:29]([Br:32])[C:28](=[O:33])[N:27]([CH:34]5[CH2:38][CH2:37][CH2:36][CH2:35]5)[C:25]=4[N:26]=3)=[CH:18][CH:19]=2)[CH2:10][CH2:9]1)=O)(C)(C)C.CO.Cl. (6) Given the product [CH2:1]([O:15][C:16]1[CH:17]=[CH:18][CH:19]=[C:20]2[C:25]=1[NH:24][C:23](=[O:26])[C:22]([CH3:27])=[CH:21]2)[C:2]1[CH:7]=[CH:6][CH:5]=[CH:4][CH:3]=1, predict the reactants needed to synthesize it. The reactants are: [CH2:1](Br)[C:2]1[CH:7]=[CH:6][CH:5]=[CH:4][CH:3]=1.C(=O)([O-])[O-].[K+].[K+].[OH:15][C:16]1[CH:17]=[CH:18][CH:19]=[C:20]2[C:25]=1[NH:24][C:23](=[O:26])[C:22]([CH3:27])=[CH:21]2. (7) Given the product [Cl:14][C:11]1[N:12]=[CH:13][C:8]2[CH:7]=[C:6]([C:15]3[C:20]([Cl:21])=[CH:19][CH:18]=[CH:17][C:16]=3[Cl:22])[NH:5][C:9]=2[N:10]=1, predict the reactants needed to synthesize it. The reactants are: C([N:5]1[C:9]2[N:10]=[C:11]([Cl:14])[N:12]=[CH:13][C:8]=2[CH:7]=[C:6]1[C:15]1[C:20]([Cl:21])=[CH:19][CH:18]=[CH:17][C:16]=1[Cl:22])(C)(C)C.